This data is from Full USPTO retrosynthesis dataset with 1.9M reactions from patents (1976-2016). The task is: Predict the reactants needed to synthesize the given product. (1) Given the product [F:29][C:30]1[CH:31]=[CH:32][C:33]([C:34](/[N:36]=[C:37]2/[N:16]([C@H:17]3[CH2:22][CH2:21][C@@H:20]([C:23](=[O:24])[NH:25][CH:26]([CH3:28])[CH3:27])[CH2:19][CH2:18]3)[C:3]3[CH:4]=[C:5]([O:8][CH:9]4[CH2:10][CH2:11][N:12]([CH3:15])[CH2:13][CH2:14]4)[N:6]=[CH:7][C:2]=3[NH:1]/2)=[O:35])=[CH:63][CH:64]=1, predict the reactants needed to synthesize it. The reactants are: [NH2:1][C:2]1[C:3]([NH:16][C@@H:17]2[CH2:22][CH2:21][C@H:20]([C:23]([NH:25][CH:26]([CH3:28])[CH3:27])=[O:24])[CH2:19][CH2:18]2)=[CH:4][C:5]([O:8][CH:9]2[CH2:14][CH2:13][N:12]([CH3:15])[CH2:11][CH2:10]2)=[N:6][CH:7]=1.[F:29][C:30]1[CH:64]=[CH:63][C:33]([C:34](/[N:36]=[C:37]2/N([C@H]3CC[C@@H](C(=O)NC(C)C)CC3)C3C=C(OCCOC)N=CC=3N/2)=[O:35])=[CH:32][CH:31]=1. (2) Given the product [C:51]([O:55][C@H:56]1[CH2:60][N:59]([C:4](=[O:6])[C@@H:3]([N:7]2[CH2:15][C:14]3[C:9](=[CH:10][CH:11]=[CH:12][CH:13]=3)[C:8]2=[O:16])[CH:2]([CH3:1])[CH3:17])[C@H:58]([C:61]([NH:63][CH2:64][C:65]2[CH:70]=[CH:69][C:68]([C:71]3[S:75][CH:74]=[N:73][C:72]=3[CH3:76])=[CH:67][C:66]=2[OH:77])=[O:62])[CH2:57]1)([CH3:54])([CH3:53])[CH3:52], predict the reactants needed to synthesize it. The reactants are: [CH3:1][CH:2]([CH3:17])[C@H:3]([N:7]1[CH2:15][C:14]2[C:9](=[CH:10][CH:11]=[CH:12][CH:13]=2)[C:8]1=[O:16])[C:4]([OH:6])=O.CCN(C(C)C)C(C)C.CN(C(ON1N=NC2C=CC=NC1=2)=[N+](C)C)C.F[P-](F)(F)(F)(F)F.[C:51]([O:55][C@H:56]1[CH2:60][NH:59][C@H:58]([C:61]([NH:63][CH2:64][C:65]2[CH:70]=[CH:69][C:68]([C:71]3[S:75][CH:74]=[N:73][C:72]=3[CH3:76])=[CH:67][C:66]=2[OH:77])=[O:62])[CH2:57]1)([CH3:54])([CH3:53])[CH3:52]. (3) The reactants are: [NH2:1][C:2]1[CH:7]=[CH:6][C:5]([C:8]2[C:17]3[C:12](=[C:13]([C:18]([F:21])([F:20])[F:19])[CH:14]=[CH:15][CH:16]=3)[N:11]=[CH:10][C:9]=2[C:22]([C:24]2[CH:29]=[CH:28][CH:27]=[CH:26][CH:25]=2)=[O:23])=[CH:4][CH:3]=1.[C:30]1([N:36]=[C:37]=[O:38])[CH:35]=[CH:34][CH:33]=[CH:32][CH:31]=1. Given the product [C:22]([C:9]1[CH:10]=[N:11][C:12]2[C:17]([C:8]=1[C:5]1[CH:4]=[CH:3][C:2]([NH:1][C:37]([NH:36][C:30]3[CH:35]=[CH:34][CH:33]=[CH:32][CH:31]=3)=[O:38])=[CH:7][CH:6]=1)=[CH:16][CH:15]=[CH:14][C:13]=2[C:18]([F:21])([F:19])[F:20])(=[O:23])[C:24]1[CH:25]=[CH:26][CH:27]=[CH:28][CH:29]=1, predict the reactants needed to synthesize it. (4) Given the product [C:1]([O:5][C:6]([N:8]1[C:14](=[O:15])[C@@H:13]2[CH2:16][C@H:9]1[CH2:10][CH2:11][C@@H:12]2[NH:17][C:18]([O:20][CH2:21][C:22]1[CH:27]=[CH:26][CH:25]=[CH:24][CH:23]=1)=[O:19])=[O:7])([CH3:4])([CH3:2])[CH3:3], predict the reactants needed to synthesize it. The reactants are: [C:1]([O:5][C:6]([N:8]1[C:14](=[O:15])[C@@H:13]2[CH2:16][C@@H:9]1[C@@H:10](I)[CH2:11][C@@H:12]2[NH:17][C:18]([O:20][CH2:21][C:22]1[CH:27]=[CH:26][CH:25]=[CH:24][CH:23]=1)=[O:19])=[O:7])([CH3:4])([CH3:3])[CH3:2].CCCC[SnH](CCCC)CCCC. (5) The reactants are: [CH3:1][S:2][C:3]1[CH:4]=[CH:5][C:6]([C:9](OCC)=[O:10])=[N:7][CH:8]=1.[BH4-].[Na+].C(O)C.O1CCCC1. Given the product [CH3:1][S:2][C:3]1[CH:4]=[CH:5][C:6]([CH2:9][OH:10])=[N:7][CH:8]=1, predict the reactants needed to synthesize it. (6) Given the product [NH:31]1[CH:32]=[N:33][C:29]([C:26]2[CH:27]=[C:28]3[C:23](=[CH:24][CH:25]=2)[NH:22][N:21]=[C:20]3[C:16]2[CH:15]=[C:14]([NH:13][C:12](=[O:59])[C@H:5]([OH:4])[C:6]3[CH:7]=[CH:8][CH:9]=[CH:10][CH:11]=3)[CH:19]=[CH:18][CH:17]=2)=[N:30]1, predict the reactants needed to synthesize it. The reactants are: C([O:4][C@@H:5]([C:12](=[O:59])[NH:13][C:14]1[CH:19]=[CH:18][CH:17]=[C:16]([C:20]2[C:28]3[C:23](=[CH:24][CH:25]=[C:26]([C:29]4[N:33]=[CH:32][N:31](C(C5C=CC=CC=5)(C5C=CC=CC=5)C5C=CC=CC=5)[N:30]=4)[CH:27]=3)[N:22](C3CCCCO3)[N:21]=2)[CH:15]=1)[C:6]1[CH:11]=[CH:10][CH:9]=[CH:8][CH:7]=1)(=O)C.C([O-])(O)=O.[Na+]. (7) Given the product [C:44]([O:48][C:49](=[O:56])[C@@H:50]([NH:51][C:15]([C:13]1[CH:12]=[CH:11][C:10]2[N:6]([CH:3]([CH2:1][CH3:2])[CH2:4][CH3:5])[C:7]([CH2:18][CH:19]3[CH2:23][CH2:22][CH2:21][O:20]3)=[N:8][C:9]=2[CH:14]=1)=[O:16])[CH2:52][CH:53]([CH3:54])[CH3:55])([CH3:46])([CH3:45])[CH3:47], predict the reactants needed to synthesize it. The reactants are: [CH2:1]([CH:3]([N:6]1[C:10]2[CH:11]=[CH:12][C:13]([C:15](O)=[O:16])=[CH:14][C:9]=2[N:8]=[C:7]1[CH2:18][CH:19]1[CH2:23][CH2:22][CH2:21][O:20]1)[CH2:4][CH3:5])[CH3:2].C1C=CC2N(O)N=NC=2C=1.CCN(C(C)C)C(C)C.Cl.[C:44]([O:48][C:49](=[O:56])[C@H:50]([CH2:52][CH:53]([CH3:55])[CH3:54])[NH2:51])([CH3:47])([CH3:46])[CH3:45].Cl. (8) Given the product [C:2](=[O:3])([O:4][C:5]1[CH:6]=[CH:7][C:8]([N+:11]([O-:13])=[O:12])=[CH:9][CH:10]=1)[O:14][CH2:15][C:16]([NH:18][CH3:19])=[O:17], predict the reactants needed to synthesize it. The reactants are: Cl[C:2]([O:4][C:5]1[CH:10]=[CH:9][C:8]([N+:11]([O-:13])=[O:12])=[CH:7][CH:6]=1)=[O:3].[OH:14][CH2:15][C:16]([NH:18][CH3:19])=[O:17].C(N(C(C)C)CC)(C)C. (9) Given the product [Cl:1][C:2]1[CH:7]=[CH:6][C:5]([S:8]([N:11]([CH2:22][C:23]2[CH:33]=[CH:32][C:26]([C:27]([O:29][CH2:30][CH3:31])=[O:28])=[CH:25][N:24]=2)[C@H:12]([C:15]2[CH:16]=[CH:17][CH:18]=[CH:19][CH:20]=2)[CH2:13][CH3:14])(=[O:10])=[O:9])=[CH:4][CH:3]=1, predict the reactants needed to synthesize it. The reactants are: [Cl:1][C:2]1[CH:7]=[CH:6][C:5]([S:8]([NH:11][C@H:12]([C:15]2[CH:20]=[CH:19][CH:18]=[CH:17][CH:16]=2)[CH2:13][CH3:14])(=[O:10])=[O:9])=[CH:4][CH:3]=1.Br[CH2:22][C:23]1[CH:33]=[CH:32][C:26]([C:27]([O:29][CH2:30][CH3:31])=[O:28])=[CH:25][N:24]=1.C([O-])([O-])=O.[K+].[K+]. (10) Given the product [OH:40][CH2:39][CH2:38][CH2:37][CH2:36][NH:35][C:2]1[N:34]=[C:5]2[C:6]([C:24]3[CH:29]=[CH:28][CH:27]=[C:26]([C:30]([F:33])([F:32])[F:31])[CH:25]=3)=[C:7]([CH3:23])[C:8]([C:10]3[N:14]([C:15]4[CH:22]=[CH:21][C:18]([C:19]#[N:20])=[CH:17][CH:16]=4)[N:13]=[CH:12][CH:11]=3)=[CH:9][N:4]2[N:3]=1, predict the reactants needed to synthesize it. The reactants are: Cl[C:2]1[N:34]=[C:5]2[C:6]([C:24]3[CH:29]=[CH:28][CH:27]=[C:26]([C:30]([F:33])([F:32])[F:31])[CH:25]=3)=[C:7]([CH3:23])[C:8]([C:10]3[N:14]([C:15]4[CH:22]=[CH:21][C:18]([C:19]#[N:20])=[CH:17][CH:16]=4)[N:13]=[CH:12][CH:11]=3)=[CH:9][N:4]2[N:3]=1.[NH2:35][CH2:36][CH2:37][CH2:38][CH2:39][OH:40].